From a dataset of Catalyst prediction with 721,799 reactions and 888 catalyst types from USPTO. Predict which catalyst facilitates the given reaction. (1) Reactant: [CH:1]([N:14]1[CH2:17][CH:16]([CH2:18][CH2:19][CH2:20][CH2:21]I)[CH2:15]1)([C:8]1[CH:13]=[CH:12][CH:11]=[CH:10][CH:9]=1)[C:2]1[CH:7]=[CH:6][CH:5]=[CH:4][CH:3]=1.[N-:23]=[N+:24]=[N-:25].[Na+].O. Product: [N:23]([CH2:21][CH2:20][CH2:19][CH2:18][CH:16]1[CH2:17][N:14]([CH:1]([C:8]2[CH:13]=[CH:12][CH:11]=[CH:10][CH:9]=2)[C:2]2[CH:7]=[CH:6][CH:5]=[CH:4][CH:3]=2)[CH2:15]1)=[N+:24]=[N-:25]. The catalyst class is: 16. (2) Reactant: [C:1]1([C:7]2[S:11][CH:10]=[C:9]([CH2:12][N:13]3C(=O)C4C(=CC=CC=4)C3=O)[CH:8]=2)[CH:6]=[CH:5][CH:4]=[CH:3][CH:2]=1.NN. Product: [C:1]1([C:7]2[S:11][CH:10]=[C:9]([CH2:12][NH2:13])[CH:8]=2)[CH:6]=[CH:5][CH:4]=[CH:3][CH:2]=1. The catalyst class is: 5. (3) Reactant: [C:1]([O:5][CH2:6][CH3:7])(=[O:4])[CH:2]=[CH2:3].[CH2:8]([O:10][C:11]([CH2:13][S+](C)C)=[O:12])[CH3:9]. Product: [CH2:8]([O:10][C:11]([C@@H:13]1[CH2:3][C@H:2]1[C:1]([O:5][CH2:6][CH3:7])=[O:4])=[O:12])[CH3:9]. The catalyst class is: 22. (4) Reactant: C(OC([N:8]1[CH2:12][C@H:11]([CH2:13][N:14]([C:21]2[CH:26]=[CH:25][C:24]([Cl:27])=[CH:23][CH:22]=2)[CH:15]2[CH2:20][CH2:19][CH2:18][CH2:17][CH2:16]2)[C@@H:10]([CH2:28][C:29]2[CH:34]=[CH:33][CH:32]=[CH:31][CH:30]=2)[CH2:9]1)=O)(C)(C)C.FC(F)(F)C(O)=O. Product: [CH2:28]([C@H:10]1[CH2:9][NH:8][CH2:12][C@@H:11]1[CH2:13][N:14]([C:21]1[CH:22]=[CH:23][C:24]([Cl:27])=[CH:25][CH:26]=1)[CH:15]1[CH2:16][CH2:17][CH2:18][CH2:19][CH2:20]1)[C:29]1[CH:30]=[CH:31][CH:32]=[CH:33][CH:34]=1. The catalyst class is: 2. (5) Reactant: [CH3:1][C:2]1[C:7]([CH2:8][OH:9])=[CH:6][CH:5]=[C:4]([C:10]2[CH:15]=[CH:14][C:13]([C:16]([F:19])([F:18])[F:17])=[CH:12][CH:11]=2)[N:3]=1.C(N(C(C)C)C(C)C)C.[CH3:29][S:30](Cl)(=[O:32])=[O:31]. Product: [CH3:1][C:2]1[C:7]([CH2:8][O:9][S:30]([CH3:29])(=[O:32])=[O:31])=[CH:6][CH:5]=[C:4]([C:10]2[CH:15]=[CH:14][C:13]([C:16]([F:17])([F:19])[F:18])=[CH:12][CH:11]=2)[N:3]=1. The catalyst class is: 2. (6) Reactant: [C:1]([N:5]1[CH:10]=[CH:9][C:8]([CH3:12])([CH3:11])[CH2:7][CH2:6]1)([CH3:4])([CH3:3])[CH3:2].[N:13]([C:16]1[CH:21]=[CH:20][C:19]([CH2:22][C:23]2[CH:28]=[CH:27][C:26]([N:29]=[C:30]=[O:31])=[CH:25][CH:24]=2)=[CH:18][CH:17]=1)=[C:14]=[O:15]. Product: [CH2:22]([C:23]1[CH:28]=[CH:27][C:26]([NH:29][C:30]([C:7]2[C:8]([CH3:11])([CH3:12])[CH2:9][CH2:10][N:5]([C:1]([CH3:4])([CH3:3])[CH3:2])[CH:6]=2)=[O:31])=[CH:25][CH:24]=1)[C:19]1[CH:18]=[CH:17][C:16]([NH:13][C:14]([C:9]2[C:8]([CH3:12])([CH3:11])[CH2:7][CH2:6][N:5]([C:1]([CH3:4])([CH3:2])[CH3:3])[CH:10]=2)=[O:15])=[CH:21][CH:20]=1. The catalyst class is: 22. (7) Reactant: Cl[C:2]([C:11]1[C:12]([Cl:17])=[N:13][CH:14]=[CH:15][CH:16]=1)=[C:3]([C:9]#[N:10])[C:4]([O:6][CH2:7][CH3:8])=[O:5].[Cl:18][C:19]1[N:24]=[CH:23][C:22]([CH:25]([NH2:27])[CH3:26])=[CH:21][CH:20]=1.C(N(CC)CC)C. Product: [Cl:17][C:12]1[C:11](/[C:2](/[NH:27][CH:25]([C:22]2[CH:23]=[N:24][C:19]([Cl:18])=[CH:20][CH:21]=2)[CH3:26])=[C:3](\[C:9]#[N:10])/[C:4]([O:6][CH2:7][CH3:8])=[O:5])=[CH:16][CH:15]=[CH:14][N:13]=1. The catalyst class is: 10. (8) Product: [O:3]1[CH:7]=[CH:6][C:5]([C:8]2[CH:16]=[CH:15][C:11]([C:12]([O-:14])=[O:13])=[C:10]([NH:17][C:18](=[O:32])[C:19]3[CH:24]=[C:23]([C:25]4[CH:26]=[N:27][CH:28]=[CH:29][CH:30]=4)[CH:22]=[CH:21][C:20]=3[OH:31])[CH:9]=2)=[CH:4]1.[Na+:2]. The catalyst class is: 8. Reactant: [OH-].[Na+:2].[O:3]1[CH:7]=[CH:6][C:5]([C:8]2[CH:16]=[CH:15][C:11]([C:12]([OH:14])=[O:13])=[C:10]([NH:17][C:18](=[O:32])[C:19]3[CH:24]=[C:23]([C:25]4[CH:26]=[N:27][CH:28]=[CH:29][CH:30]=4)[CH:22]=[CH:21][C:20]=3[OH:31])[CH:9]=2)=[CH:4]1.